From a dataset of hERG Central: cardiac toxicity at 1µM, 10µM, and general inhibition. Predict hERG channel inhibition at various concentrations. (1) The molecule is C=CCn1c(SCC(=O)N2CCc3ccccc3C2)nc2ccccc2c1=O. Results: hERG_inhib (hERG inhibition (general)): blocker. (2) The drug is COc1ccc(C)cc1NC(=O)C1CCCN(S(=O)(=O)c2ccc(-n3cnnn3)cc2)C1. Results: hERG_inhib (hERG inhibition (general)): blocker. (3) The compound is Cc1ccc(C)c(S(=O)(=O)N2CCN(CC(=O)Nc3sccc3C#N)CC2)c1. Results: hERG_inhib (hERG inhibition (general)): blocker. (4) The compound is Brc1ccc(CN2CCSCC2)cc1. Results: hERG_inhib (hERG inhibition (general)): blocker.